This data is from Reaction yield outcomes from USPTO patents with 853,638 reactions. The task is: Predict the reaction yield, written as a fraction of the theoretical maximum amount of product (1.0 means a 100% yield; for example, 0.34 means a 34% yield). (1) The reactants are [Cl:1][C:2]1[CH:3]=[C:4]([C@H:8]2[C@H:13]([C:14]3[CH:19]=[CH:18][CH:17]=[CH:16][CH:15]=3)[CH2:12][CH2:11][NH:10][CH2:9]2)[CH:5]=[CH:6][CH:7]=1.[C:20]([O:24][C:25](O[C:25]([O:24][C:20]([CH3:23])([CH3:22])[CH3:21])=[O:26])=[O:26])([CH3:23])([CH3:22])[CH3:21].C([O-])(O)=O.[Na+]. The catalyst is C1COCC1.CN(C)C1C=CN=CC=1. The product is [C:20]([O:24][C:25]([N:10]1[CH2:11][CH2:12][C@@H:13]([C:14]2[CH:19]=[CH:18][CH:17]=[CH:16][CH:15]=2)[C@H:8]([C:4]2[CH:5]=[CH:6][CH:7]=[C:2]([Cl:1])[CH:3]=2)[CH2:9]1)=[O:26])([CH3:23])([CH3:22])[CH3:21]. The yield is 0.880. (2) The reactants are [F:1][C:2]1[C:3]([N+:9]([O-:11])=[O:10])=[C:4]([CH:6]=[CH:7][CH:8]=1)[NH2:5].[Br:12]N1C(=O)CCC1=O. The catalyst is CN(C=O)C.CCOC(C)=O. The product is [Br:12][C:8]1[CH:7]=[CH:6][C:4]([NH2:5])=[C:3]([N+:9]([O-:11])=[O:10])[C:2]=1[F:1]. The yield is 0.970. (3) The product is [CH3:1][O:2][C:3](=[O:16])[C@H:4]([CH2:6][NH:7][C:8](=[O:15])[C:9]1[CH:14]=[CH:13][CH:12]=[CH:11][CH:10]=1)[NH:5][C:20](=[O:21])[C:19]1[CH:23]=[CH:24][C:25]([C:27]([NH:29][CH2:30][C:31]2[CH:39]=[CH:38][CH:37]=[C:36]3[C:32]=2[CH:33]=[CH:34][NH:35]3)=[O:28])=[CH:26][C:18]=1[Cl:17]. The reactants are [CH3:1][O:2][C:3](=[O:16])[C@H:4]([CH2:6][NH:7][C:8](=[O:15])[C:9]1[CH:14]=[CH:13][CH:12]=[CH:11][CH:10]=1)[NH2:5].[Cl:17][C:18]1[CH:26]=[C:25]([C:27]([NH:29][CH2:30][C:31]2[CH:39]=[CH:38][CH:37]=[C:36]3[C:32]=2[CH:33]=[CH:34][NH:35]3)=[O:28])[CH:24]=[CH:23][C:19]=1[C:20](O)=[O:21].C1C=CC2N(O)N=NC=2C=1.CCN=C=NCCCN(C)C. The yield is 0.470. The catalyst is CN(C=O)C.O. (4) The reactants are [Cl:1][C:2]1[CH:3]=[CH:4][C:5]([CH:25]=[O:26])=[C:6]2[C:10]=1[N:9]=[C:8]1[N:11]([C:15]3[C:20]([Cl:21])=[CH:19][C:18]([O:22][CH3:23])=[CH:17][C:16]=3[Cl:24])[CH2:12][CH2:13][CH2:14][N:7]21.[CH2:27]([Mg]Br)[CH3:28]. The catalyst is O1CCCC1.[Cl-].[NH4+]. The product is [Cl:1][C:2]1[C:10]2[N:9]=[C:8]3[N:11]([C:15]4[C:16]([Cl:24])=[CH:17][C:18]([O:22][CH3:23])=[CH:19][C:20]=4[Cl:21])[CH2:12][CH2:13][CH2:14][N:7]3[C:6]=2[C:5]([CH:25]([OH:26])[CH2:27][CH3:28])=[CH:4][CH:3]=1. The yield is 0.870. (5) The product is [N+:1]([C:4]1[CH:5]=[CH:6][C:7]([NH:27][C:32](=[O:33])[C:22]2[CH:23]=[CH:24][CH:25]=[C:20]([NH:19][C:16]3[CH:17]=[CH:18][N:13]=[CH:14][CH:15]=3)[CH:21]=2)=[CH:11][CH:12]=1)([O-:3])=[O:2]. The catalyst is CN(C=O)C.O1CCOCC1. The yield is 0.790. The reactants are [N+:1]([C:4]1[CH:12]=[CH:11][C:7](C(O)=O)=[CH:6][CH:5]=1)([O-:3])=[O:2].[N:13]1[CH:18]=[CH:17][C:16]([NH:19][C:20]2[CH:25]=[CH:24][CH:23]=[C:22](N)[CH:21]=2)=[CH:15][CH:14]=1.[N:27]1[CH:32]=CC=CC=1.[O:33]=S(Cl)Cl. (6) The reactants are [H-].[Na+].[N:3]1[CH:8]=[CH:7][CH:6]=[C:5]([CH2:9][C:10]#[N:11])[CH:4]=1.Cl[CH2:13][CH2:14][N:15]([CH2:23][CH2:24]Cl)[C:16](=[O:22])[O:17][C:18]([CH3:21])([CH3:20])[CH3:19]. The catalyst is CN(C=O)C. The product is [C:10]([C:9]1([C:5]2[CH:4]=[N:3][CH:8]=[CH:7][CH:6]=2)[CH2:24][CH2:23][N:15]([C:16]([O:17][C:18]([CH3:20])([CH3:19])[CH3:21])=[O:22])[CH2:14][CH2:13]1)#[N:11]. The yield is 0.490. (7) The reactants are [NH2:1][CH:2]([CH3:9])[CH2:3][C:4]([O:6][CH2:7][CH3:8])=[O:5].F[C:11]1[CH:16]=[CH:15][CH:14]=[CH:13][C:12]=1[N+:17]([O-:19])=[O:18].C(=O)([O-])[O-].[K+].[K+]. The catalyst is C1COCC1. The product is [N+:17]([C:12]1[CH:13]=[CH:14][CH:15]=[CH:16][C:11]=1[NH:1][CH:2]([CH3:9])[CH2:3][C:4]([O:6][CH2:7][CH3:8])=[O:5])([O-:19])=[O:18]. The yield is 0.450.